This data is from Reaction yield outcomes from USPTO patents with 853,638 reactions. The task is: Predict the reaction yield, written as a fraction of the theoretical maximum amount of product (1.0 means a 100% yield; for example, 0.34 means a 34% yield). (1) The reactants are C(Cl)(=O)C(Cl)=O.CS(C)=O.[Cl:11][C:12]1[CH:28]=[C:27]([C:29]([F:32])([F:31])[F:30])[CH:26]=[CH:25][C:13]=1[CH2:14][N:15]1[C:19]([CH2:20][OH:21])=[CH:18][C:17]([CH:22]2[CH2:24][CH2:23]2)=[N:16]1.C(N(CC)CC)C. The catalyst is ClCCl. The product is [Cl:11][C:12]1[CH:28]=[C:27]([C:29]([F:32])([F:30])[F:31])[CH:26]=[CH:25][C:13]=1[CH2:14][N:15]1[C:19]([CH:20]=[O:21])=[CH:18][C:17]([CH:22]2[CH2:23][CH2:24]2)=[N:16]1. The yield is 0.840. (2) The reactants are [NH2:1][C:2]1[N:7]=[C:6]([Cl:8])[C:5]([CH:9]=O)=[C:4](Cl)[N:3]=1.[CH:12]([C@@H:15]1[NH:20][CH2:19][CH2:18][N:17](C(OC(C)(C)C)=O)[CH2:16]1)([CH3:14])[CH3:13].CCN(C(C)C)C(C)C.C(N(CC)CC)C.[CH3:44][NH:45][NH2:46]. The catalyst is O1CCOCC1.C1COCC1. The product is [ClH:8].[ClH:8].[CH:12]([C@H:15]1[CH2:16][NH:17][CH2:18][CH2:19][N:20]1[C:6]1[N:7]=[C:2]([NH2:1])[N:3]=[C:4]2[N:45]([CH3:44])[N:46]=[CH:9][C:5]=12)([CH3:13])[CH3:14]. The yield is 0.950. (3) The reactants are [F:1][C:2]1[CH:22]=[C:21]([N+:23]([O-])=O)[CH:20]=[CH:19][C:3]=1[O:4][C:5]1[C:14]2[C:9](=[CH:10][C:11]([O:17][CH3:18])=[C:12]([O:15][CH3:16])[CH:13]=2)[N:8]=[CH:7][CH:6]=1.[NH4+].[Cl-]. The catalyst is CCO.O.[Fe]. The product is [CH3:16][O:15][C:12]1[CH:13]=[C:14]2[C:9](=[CH:10][C:11]=1[O:17][CH3:18])[N:8]=[CH:7][CH:6]=[C:5]2[O:4][C:3]1[CH:19]=[CH:20][C:21]([NH2:23])=[CH:22][C:2]=1[F:1]. The yield is 0.980.